Task: Predict which catalyst facilitates the given reaction.. Dataset: Catalyst prediction with 721,799 reactions and 888 catalyst types from USPTO (1) Reactant: FC(F)(F)S(O)(=O)=O.[Br:9][CH2:10][CH2:11][OH:12].ClC(Cl)(Cl)C(=N)O[CH2:17][C:18]1[CH:23]=[CH:22][C:21]([O:24][CH3:25])=[CH:20][CH:19]=1.C([O-])(O)=O.[Na+]. Product: [CH3:25][O:24][C:21]1[CH:22]=[CH:23][C:18]([CH2:17][O:12][CH2:11][CH2:10][Br:9])=[CH:19][CH:20]=1. The catalyst class is: 1. (2) Reactant: [CH:1]1([C@:7]([C:12]2[CH:17]=[CH:16][CH:15]=[CH:14][CH:13]=2)([OH:11])[C:8](O)=[O:9])[CH2:6][CH2:5][CH2:4][CH2:3][CH2:2]1.C(N1C=CN=C1)(N1C=CN=C1)=O.O.[NH2:31][NH2:32]. Product: [CH:1]1([C@@:7]([OH:11])([C:12]2[CH:17]=[CH:16][CH:15]=[CH:14][CH:13]=2)[C:8]([NH:31][NH2:32])=[O:9])[CH2:6][CH2:5][CH2:4][CH2:3][CH2:2]1. The catalyst class is: 2. (3) Reactant: Cl.[F:2][C:3]1[CH:4]=[CH:5][C:6]2[N:15]=[C:14]([NH2:16])[C:13]3[CH:12]=[CH:11][S:10][C:9]=3[NH:8][C:7]=2[CH:17]=1.[CH3:18][O:19][CH2:20][CH2:21][CH2:22][C@H:23]1[CH2:28]N[CH2:26][CH2:25][NH:24]1.CS(C)=O.C1(C)C=CC=CC=1. Product: [F:2][C:3]1[CH:4]=[CH:5][C:6]2[N:15]=[C:14]([N:16]3[CH2:26][CH2:25][NH:24][C@@H:23]([CH2:22][CH2:21][CH2:20][O:19][CH3:18])[CH2:28]3)[C:13]3[CH:12]=[CH:11][S:10][C:9]=3[NH:8][C:7]=2[CH:17]=1. The catalyst class is: 13. (4) Reactant: [F:1][C:2]([F:18])([F:17])[C:3]1[CH:8]=[CH:7][C:6]([C:9]2[CH:14]=[CH:13][C:12]([NH:15][OH:16])=[CH:11][CH:10]=2)=[CH:5][CH:4]=1.C(N(C(C)C)CC)(C)C.[CH:28](OC1C=CC([N+]([O-])=O)=CC=1)=[O:29].C(=O)(O)[O-].[Na+]. Product: [OH:16][N:15]([C:12]1[CH:13]=[CH:14][C:9]([C:6]2[CH:7]=[CH:8][C:3]([C:2]([F:17])([F:18])[F:1])=[CH:4][CH:5]=2)=[CH:10][CH:11]=1)[CH:28]=[O:29]. The catalyst class is: 4. (5) Product: [CH2:22]([O:21][C:19]([N:3]1[C@H:4]([C:6]([OH:8])=[O:7])[CH2:5][S:1][CH2:2]1)=[O:20])[C:23]1[CH:28]=[CH:27][CH:26]=[CH:25][CH:24]=1. Reactant: [S:1]1[CH2:5][C@@H:4]([C:6]([OH:8])=[O:7])[NH:3][CH2:2]1.CCN(C(C)C)C(C)C.Cl[C:19]([O:21][CH2:22][C:23]1[CH:28]=[CH:27][CH:26]=[CH:25][CH:24]=1)=[O:20]. The catalyst class is: 3. (6) Reactant: C([O:3][C:4]([C:6]1[C:7]([N:23]2[CH2:27][CH2:26][CH2:25][CH2:24]2)=[N:8][C:9]2[C:14]([C:15]=1[C:16]1[CH:21]=[CH:20][CH:19]=[CH:18][CH:17]=1)=[CH:13][C:12]([Cl:22])=[CH:11][CH:10]=2)=[O:5])C.[Li+].[I-]. Product: [Cl:22][C:12]1[CH:13]=[C:14]2[C:9](=[CH:10][CH:11]=1)[N:8]=[C:7]([N:23]1[CH2:27][CH2:26][CH2:25][CH2:24]1)[C:6]([C:4]([OH:5])=[O:3])=[C:15]2[C:16]1[CH:21]=[CH:20][CH:19]=[CH:18][CH:17]=1. The catalyst class is: 17. (7) Reactant: C(N(CC)CC)C.[C:19]([O:18][C:16](O[C:16]([O:18][C:19]([CH3:22])([CH3:21])[CH3:20])=[O:17])=[O:17])([CH3:22])([CH3:21])[CH3:20].[CH2:23]([O:25][C:26](=[O:35])[CH2:27][CH:28]1[C:33](=[O:34])[NH:32][CH2:31][CH2:30][NH:29]1)[CH3:24]. Product: [C:19]([O:18][C:16]([N:29]1[CH2:30][CH2:31][NH:32][C:33](=[O:34])[CH:28]1[CH2:27][C:26]([O:25][CH2:23][CH3:24])=[O:35])=[O:17])([CH3:20])([CH3:21])[CH3:22]. The catalyst class is: 38. (8) Reactant: [C:1]([O:4][C:5]1[CH:10]=[CH:9][C:8](Br)=[CH:7][C:6]=1[CH3:12])(=[O:3])[CH3:2].O.C[C:15]([N:17](C)C)=O. Product: [C:1]([O:4][C:5]1[CH:10]=[CH:9][C:8]([C:15]#[N:17])=[CH:7][C:6]=1[CH3:12])(=[O:3])[CH3:2]. The catalyst class is: 267. (9) Reactant: [C:1]1([C:23]2[CH2:24][CH2:25][CH2:26][CH2:27][CH:28]=2)[CH:6]=[CH:5][C:4]([C:7]2[N:11]=[CH:10][N:9]([C:12]3[CH:17]=[CH:16][C:15]([O:18][C:19]([F:22])([F:21])[F:20])=[CH:14][CH:13]=3)[N:8]=2)=[CH:3][CH:2]=1.ClC1C=C(C=CC=1)C(OO)=[O:34]. Product: [C:23]12([C:1]3[CH:2]=[CH:3][C:4]([C:7]4[N:11]=[CH:10][N:9]([C:12]5[CH:13]=[CH:14][C:15]([O:18][C:19]([F:20])([F:21])[F:22])=[CH:16][CH:17]=5)[N:8]=4)=[CH:5][CH:6]=3)[O:34][CH:24]1[CH2:25][CH2:26][CH2:27][CH2:28]2. The catalyst class is: 27.